From a dataset of Catalyst prediction with 721,799 reactions and 888 catalyst types from USPTO. Predict which catalyst facilitates the given reaction. (1) Reactant: Cl.[NH2:2][CH2:3][CH2:4][O:5][C:6]1[CH:15]=[C:14]2[C:9]([CH2:10][CH2:11][CH:12]([NH:25][C:26](=[O:30])[O:27][CH2:28][CH3:29])[CH:13]2[CH2:16][C:17]2[CH:22]=[CH:21][C:20]([Cl:23])=[C:19]([Cl:24])[CH:18]=2)=[CH:8][CH:7]=1.[CH3:31][N:32]1[CH:36]=[C:35]([S:37](Cl)(=[O:39])=[O:38])[N:34]=[CH:33]1.O. Product: [Cl:24][C:19]1[CH:18]=[C:17]([CH:22]=[CH:21][C:20]=1[Cl:23])[CH2:16][CH:13]1[C:14]2[C:9](=[CH:8][CH:7]=[C:6]([O:5][CH2:4][CH2:3][NH:2][S:37]([C:35]3[N:34]=[CH:33][N:32]([CH3:31])[CH:36]=3)(=[O:39])=[O:38])[CH:15]=2)[CH2:10][CH2:11][CH:12]1[NH:25][C:26](=[O:30])[O:27][CH2:28][CH3:29]. The catalyst class is: 79. (2) Reactant: [CH2:1]([O:3][C:4](=[O:22])[CH:5]([CH:16]1[CH2:21][CH2:20][NH:19][CH2:18][CH2:17]1)[CH2:6][C:7]1[CH:12]=[C:11]([F:13])[C:10]([F:14])=[CH:9][C:8]=1[F:15])[CH3:2].C(=O)(O)[O-].[Na+].[CH2:28]([O:35][C:36](ON1C(=O)CCC1=O)=[O:37])[C:29]1[CH:34]=[CH:33][CH:32]=[CH:31][CH:30]=1. Product: [CH2:28]([O:35][C:36]([N:19]1[CH2:20][CH2:21][CH:16]([CH:5]([C:4]([O:3][CH2:1][CH3:2])=[O:22])[CH2:6][C:7]2[CH:12]=[C:11]([F:13])[C:10]([F:14])=[CH:9][C:8]=2[F:15])[CH2:17][CH2:18]1)=[O:37])[C:29]1[CH:34]=[CH:33][CH:32]=[CH:31][CH:30]=1. The catalyst class is: 54. (3) Reactant: [OH-].[Na+].C[O:4][C:5](=[O:36])[CH2:6][O:7][C:8]1[CH:13]=[CH:12][C:11]([Cl:14])=[CH:10][C:9]=1[C:15](=[O:35])[C:16]1[CH:21]=[C:20]([Cl:22])[CH:19]=[CH:18][C:17]=1[O:23][CH2:24][C:25]([O:27]CC1C=CC=CC=1)=[O:26]. Product: [C:5]([CH2:6][O:7][C:8]1[CH:13]=[CH:12][C:11]([Cl:14])=[CH:10][C:9]=1[C:15]([C:16]1[CH:21]=[C:20]([Cl:22])[CH:19]=[CH:18][C:17]=1[O:23][CH2:24][C:25]([OH:27])=[O:26])=[O:35])([OH:36])=[O:4]. The catalyst class is: 5. (4) Reactant: N1C[CH:3]([CH2:5][N:6]2[CH:10]=[C:9]([C:11]3[C:19]4[C:14](=[CH:15][C:16]([F:20])=[CH:17][CH:18]=4)[NH:13][CH:12]=3)[CH:8]=[N:7]2)C1.CN(C([O:28]N1N=NC2C=CC=NC1=2)=[N+](C)C)C.F[P-](F)(F)(F)(F)F.CC[N:47]([CH2:50]C)CC.CN. Product: [F:20][C:16]1[CH:15]=[C:14]2[C:19]([C:11]([C:9]3[CH:8]=[N:7][N:6]([CH2:5][C:3]([NH:47][CH3:50])=[O:28])[CH:10]=3)=[CH:12][NH:13]2)=[CH:18][CH:17]=1. The catalyst class is: 20. (5) Reactant: [CH3:1][O:2][C:3](=[O:10])[CH2:4][C:5](=[CH2:9])[C:6]([O-])=[O:7].C(N=C=N)C.[CH2:16]([NH:19][CH2:20][C:21]1[CH:26]=[CH:25][CH:24]=[CH:23][CH:22]=1)[CH:17]=[CH2:18]. Product: [CH3:1][O:2][C:3](=[O:10])[CH2:4][C:5]([C:6](=[O:7])[N:19]([CH2:16][CH:17]=[CH2:18])[CH2:20][C:21]1[CH:22]=[CH:23][CH:24]=[CH:25][CH:26]=1)=[CH2:9]. The catalyst class is: 143. (6) Reactant: [Cl:1][C:2]1[CH:7]=[CH:6][CH:5]=[C:4]([F:8])[C:3]=1[NH:9][C:10]1[NH:11][C:12]2[C:18]3[CH2:19][C:20]([CH3:23])([CH3:22])[O:21][C:17]=3[C:16]([C:24](O)=[O:25])=[CH:15][C:13]=2[N:14]=1.S(Cl)(Cl)=O.[F:31][C:32]([F:44])([F:43])[C:33]1[CH:34]=[C:35]([C:39]2([NH2:42])[CH2:41][CH2:40]2)[CH:36]=[CH:37][CH:38]=1.CCN(C(C)C)C(C)C. Product: [Cl:1][C:2]1[CH:7]=[CH:6][CH:5]=[C:4]([F:8])[C:3]=1[NH:9][C:10]1[NH:11][C:12]2[C:18]3[CH2:19][C:20]([CH3:23])([CH3:22])[O:21][C:17]=3[C:16]([C:24]([NH:42][C:39]3([C:35]4[CH:36]=[CH:37][CH:38]=[C:33]([C:32]([F:31])([F:43])[F:44])[CH:34]=4)[CH2:41][CH2:40]3)=[O:25])=[CH:15][C:13]=2[N:14]=1. The catalyst class is: 1. (7) Reactant: [Cl-].O[NH3+:3].[C:4](=[O:7])([O-])[OH:5].[Na+].CS(C)=O.[OH:13][C:14]([CH3:53])([CH3:52])[CH:15]([CH3:51])[O:16][C@H:17]1[CH2:22][CH2:21][C@H:20]([N:23]2[C:28](=[O:29])[C:27]([CH2:30][C:31]3[CH:36]=[CH:35][C:34]([C:37]4[C:38]([C:43]#[N:44])=[CH:39][CH:40]=[CH:41][CH:42]=4)=[CH:33][CH:32]=3)=[C:26]([CH2:45][CH2:46][CH3:47])[N:25]3[N:48]=[CH:49][CH:50]=[C:24]23)[CH2:19][CH2:18]1. Product: [OH:13][C:14]([CH3:52])([CH3:53])[CH:15]([CH3:51])[O:16][C@H:17]1[CH2:22][CH2:21][C@H:20]([N:23]2[C:28](=[O:29])[C:27]([CH2:30][C:31]3[CH:36]=[CH:35][C:34]([C:37]4[CH:42]=[CH:41][CH:40]=[CH:39][C:38]=4[C:43]4[NH:3][C:4](=[O:7])[O:5][N:44]=4)=[CH:33][CH:32]=3)=[C:26]([CH2:45][CH2:46][CH3:47])[N:25]3[N:48]=[CH:49][CH:50]=[C:24]23)[CH2:19][CH2:18]1. The catalyst class is: 13. (8) Reactant: [N:1]1([C:7]2[N:12]3[N:13]=[C:14]([C:16]4[CH:21]=[N:20][CH:19]=[CH:18][N:17]=4)[CH:15]=[C:11]3[N:10]=[C:9]([NH:22][NH2:23])[CH:8]=2)[CH2:6][CH2:5][O:4][CH2:3][CH2:2]1.[CH:24]([C:26]1[C:34]2[C:29](=[CH:30][CH:31]=[CH:32][CH:33]=2)[NH:28][CH:27]=1)=O.C(O)(=O)C. Product: [NH:28]1[C:29]2[C:34](=[CH:33][CH:32]=[CH:31][CH:30]=2)[C:26]([CH:24]=[N:23][NH:22][C:9]2[CH:8]=[C:7]([N:1]3[CH2:6][CH2:5][O:4][CH2:3][CH2:2]3)[N:12]3[N:13]=[C:14]([C:16]4[CH:21]=[N:20][CH:19]=[CH:18][N:17]=4)[CH:15]=[C:11]3[N:10]=2)=[CH:27]1. The catalyst class is: 8.